This data is from Catalyst prediction with 721,799 reactions and 888 catalyst types from USPTO. The task is: Predict which catalyst facilitates the given reaction. (1) Reactant: [OH:1][C:2]1[CH:10]=[C:9]2[C:5]([CH2:6][NH:7][C:8]2=[O:11])=[CH:4][CH:3]=1.[CH2:12](Br)[C:13]#[CH:14].C([O-])([O-])=O.[K+].[K+]. Product: [CH2:14]([O:1][C:2]1[CH:10]=[C:9]2[C:5]([CH2:6][NH:7][C:8]2=[O:11])=[CH:4][CH:3]=1)[C:13]#[CH:12]. The catalyst class is: 21. (2) Reactant: [NH2:1][C:2]1[N:7]=[CH:6][N:5]=[C:4]([N:8]2[CH2:13][CH2:12][CH:11]([C:14]3[N:15]([CH2:27][CH2:28][OH:29])[CH:16]=[C:17]([C:19]4[CH:24]=[CH:23][C:22]([F:25])=[C:21]([CH3:26])[CH:20]=4)[N:18]=3)[CH2:10][CH2:9]2)[C:3]=1Br.[C:31]([O:35][C:36]([N:38]1[CH:42]=[C:41](B2OC(C)(C)C(C)(C)O2)[CH:40]=[N:39]1)=[O:37])([CH3:34])([CH3:33])[CH3:32].C([O-])([O-])=O.[Cs+].[Cs+]. Product: [NH2:1][C:2]1[C:3]([C:41]2[CH:40]=[N:39][N:38]([C:36]([O:35][C:31]([CH3:34])([CH3:33])[CH3:32])=[O:37])[CH:42]=2)=[C:4]([N:8]2[CH2:13][CH2:12][CH:11]([C:14]3[N:15]([CH2:27][CH2:28][OH:29])[CH:16]=[C:17]([C:19]4[CH:24]=[CH:23][C:22]([F:25])=[C:21]([CH3:26])[CH:20]=4)[N:18]=3)[CH2:10][CH2:9]2)[N:5]=[CH:6][N:7]=1. The catalyst class is: 6. (3) Reactant: [CH3:1][CH2:2][CH2:3][CH2:4][CH2:5][CH2:6][CH2:7][CH2:8][CH:9]=[CH:10][CH2:11][CH2:12][CH2:13][CH2:14][CH2:15][CH2:16][CH2:17][CH3:18].[C:19]1(C)C=CC=C(C=CCC)C=1. Product: [C:2]1([CH3:1])[CH:3]=[CH:4][CH:5]=[CH:6][C:7]=1[CH2:8][CH2:9][CH:10]=[CH:11][CH2:12][CH2:13][CH2:14][CH2:15][CH2:16][CH2:17][CH2:18][CH3:19]. The catalyst class is: 4. (4) Reactant: [NH:1]1[CH:5]=[C:4]([C:6]2[C:7]([NH2:13])=[N:8][C:9]([NH2:12])=[CH:10][CH:11]=2)[CH:3]=[N:2]1.[H-].[Na+].[CH2:16]([O:23][C:24]1[CH:29]=[CH:28][C:27]([CH2:30]Cl)=[CH:26][N:25]=1)[C:17]1[CH:22]=[CH:21][CH:20]=[CH:19][CH:18]=1. Product: [CH2:16]([O:23][C:24]1[N:25]=[CH:26][C:27]([CH2:30][N:1]2[CH:5]=[C:4]([C:6]3[C:7]([NH2:13])=[N:8][C:9]([NH2:12])=[CH:10][CH:11]=3)[CH:3]=[N:2]2)=[CH:28][CH:29]=1)[C:17]1[CH:18]=[CH:19][CH:20]=[CH:21][CH:22]=1. The catalyst class is: 9. (5) Reactant: C([O:4][CH2:5][C:6]([CH3:56])([CH3:55])[CH2:7][N:8]1[C:14]2[CH:15]=[CH:16][C:17]([Cl:19])=[CH:18][C:13]=2[C@@H:12]([C:20]2[CH:25]=[CH:24][CH:23]=[C:22]([O:26][CH3:27])[C:21]=2[O:28][CH3:29])[O:11][C@H:10]([CH2:30][C:31]([NH:33][C:34]2[S:35][C:36]([CH2:46][CH2:47][CH2:48][C:49]([O:51]CC)=[O:50])=[C:37]([C:39]3[CH:44]=[CH:43][C:42]([Cl:45])=[CH:41][CH:40]=3)[N:38]=2)=[O:32])[C:9]1=[O:54])(=O)C.[OH-].[Na+].Cl.O. Product: [Cl:19][C:17]1[CH:16]=[CH:15][C:14]2[N:8]([CH2:7][C:6]([CH3:56])([CH3:55])[CH2:5][OH:4])[C:9](=[O:54])[C@@H:10]([CH2:30][C:31]([NH:33][C:34]3[S:35][C:36]([CH2:46][CH2:47][CH2:48][C:49]([OH:51])=[O:50])=[C:37]([C:39]4[CH:40]=[CH:41][C:42]([Cl:45])=[CH:43][CH:44]=4)[N:38]=3)=[O:32])[O:11][C@H:12]([C:20]3[CH:25]=[CH:24][CH:23]=[C:22]([O:26][CH3:27])[C:21]=3[O:28][CH3:29])[C:13]=2[CH:18]=1. The catalyst class is: 8. (6) Reactant: [CH3:1][O:2][CH2:3][C:4]([NH:6][C:7]1[CH:12]=[C:11]([O:13][C:14]2[CH:19]=[CH:18][C:17]([N+:20]([O-:22])=[O:21])=[C:16]([S:23][CH3:24])[CH:15]=2)[CH:10]=[CH:9][N:8]=1)=[O:5].OOS([O-])=O.[K+].[OH2:31].C[OH:33]. Product: [CH3:1][O:2][CH2:3][C:4]([NH:6][C:7]1[CH:12]=[C:11]([O:13][C:14]2[CH:19]=[CH:18][C:17]([N+:20]([O-:22])=[O:21])=[C:16]([S:23]([CH3:24])(=[O:33])=[O:31])[CH:15]=2)[CH:10]=[CH:9][N:8]=1)=[O:5]. The catalyst class is: 2. (7) Product: [CH2:1]([N:3]([C:14]1[CH:15]=[C:16]([C:20]2[CH:25]=[CH:24][C:23]([CH2:26][CH2:27][C:28]([OH:30])=[O:29])=[CH:22][CH:21]=2)[CH:17]=[CH:18][CH:19]=1)[C:4]([NH:6][CH2:7][CH2:8][CH2:9][CH2:10][CH2:11][CH2:12][CH3:13])=[O:5])[CH3:2]. Reactant: [CH2:1]([N:3]([C:14]1[CH:15]=[C:16]([C:20]2[CH:25]=[CH:24][C:23](/[CH:26]=[CH:27]/[C:28]([OH:30])=[O:29])=[CH:22][CH:21]=2)[CH:17]=[CH:18][CH:19]=1)[C:4]([NH:6][CH2:7][CH2:8][CH2:9][CH2:10][CH2:11][CH2:12][CH3:13])=[O:5])[CH3:2].CO. The catalyst class is: 78.